This data is from Catalyst prediction with 721,799 reactions and 888 catalyst types from USPTO. The task is: Predict which catalyst facilitates the given reaction. (1) Reactant: [F:1][C:2]1[CH:3]=[C:4]2[C:8](=[CH:9][CH:10]=1)[N:7]([C:11]([C:13]1[N:18]=[C:17]([O:19]C)[CH:16]=[C:15]([N:21]3[CH2:26][CH2:25][CH:24]([N:27]4[C:35]5[C:30](=[N:31][CH:32]=[CH:33][CH:34]=5)[NH:29][C:28]4=[O:36])[CH2:23][CH2:22]3)[CH:14]=1)=[O:12])[CH2:6][CH2:5]2.Cl.N1C=CC=CC=1. Product: [F:1][C:2]1[CH:3]=[C:4]2[C:8](=[CH:9][CH:10]=1)[N:7]([C:11]([C:13]1[NH:18][C:17](=[O:19])[CH:16]=[C:15]([N:21]3[CH2:26][CH2:25][CH:24]([N:27]4[C:35]5[C:30](=[N:31][CH:32]=[CH:33][CH:34]=5)[NH:29][C:28]4=[O:36])[CH2:23][CH2:22]3)[CH:14]=1)=[O:12])[CH2:6][CH2:5]2. The catalyst class is: 3. (2) Reactant: CS/[C:3](/[N:7]1[CH2:11][CH2:10][CH2:9][CH2:8]1)=[CH:4]\[C:5]#[N:6].O.[NH2:13][NH2:14]. Product: [N:7]1([C:3]2[CH:4]=[C:5]([NH2:6])[NH:14][N:13]=2)[CH2:11][CH2:10][CH2:9][CH2:8]1. The catalyst class is: 14.